This data is from Forward reaction prediction with 1.9M reactions from USPTO patents (1976-2016). The task is: Predict the product of the given reaction. Given the reactants [CH2:1]([N:4]([CH2:29][CH2:30][CH3:31])[CH2:5][CH2:6][CH2:7][CH2:8][NH:9][CH2:10][C:11]1[CH:28]=[CH:27][C:14]([CH2:15][N:16]2[C:24](=[O:25])[C:23]3[C:18](=[CH:19][CH:20]=[CH:21][CH:22]=3)[C:17]2=[O:26])=[CH:13][CH:12]=1)[CH2:2][CH3:3].[C:32]([O:36][C:37](O[C:37]([O:36][C:32]([CH3:35])([CH3:34])[CH3:33])=[O:38])=[O:38])([CH3:35])([CH3:34])[CH3:33], predict the reaction product. The product is: [C:32]([O:36][C:37](=[O:38])[N:9]([CH2:10][C:11]1[CH:28]=[CH:27][C:14]([CH2:15][N:16]2[C:24](=[O:25])[C:23]3[C:18](=[CH:19][CH:20]=[CH:21][CH:22]=3)[C:17]2=[O:26])=[CH:13][CH:12]=1)[CH2:8][CH2:7][CH2:6][CH2:5][N:4]([CH2:1][CH2:2][CH3:3])[CH2:29][CH2:30][CH3:31])([CH3:35])([CH3:34])[CH3:33].